From a dataset of Full USPTO retrosynthesis dataset with 1.9M reactions from patents (1976-2016). Predict the reactants needed to synthesize the given product. Given the product [C:1]([O:6][CH:7]([O:9][C:10]([O:12][CH:13]1[CH2:18][C:17](=[O:19])[NH:16][C:14]1=[O:15])=[O:11])[CH3:8])(=[O:5])[CH2:2][CH2:4][CH3:20], predict the reactants needed to synthesize it. The reactants are: [C:1]([O:6][CH:7]([O:9][C:10]([O:12][CH:13]1[CH2:18][C:17](=[O:19])[NH:16][C:14]1=[O:15])=[O:11])[CH3:8])(=[O:5])[CH:2]([CH3:4])C.[C:20](=O)(SC)OC(OC(=O)CCC)C.